This data is from Reaction yield outcomes from USPTO patents with 853,638 reactions. The task is: Predict the reaction yield, written as a fraction of the theoretical maximum amount of product (1.0 means a 100% yield; for example, 0.34 means a 34% yield). (1) The reactants are [C:1]([O:5][C:6]([N:8]1[CH2:17][CH2:16][C:15]2[C:10](=[CH:11][C:12]([C:18](O)=[O:19])=[CH:13][CH:14]=2)[CH2:9]1)=[O:7])([CH3:4])([CH3:3])[CH3:2]. The catalyst is C1COCC1.CCOC(C)=O. The product is [C:1]([O:5][C:6]([N:8]1[CH2:17][CH2:16][C:15]2[C:10](=[CH:11][C:12]([CH2:18][OH:19])=[CH:13][CH:14]=2)[CH2:9]1)=[O:7])([CH3:4])([CH3:2])[CH3:3]. The yield is 0.930. (2) The reactants are [BH4-].[Na+].[Cl:3][C:4]1[N:5]([S:15]([C:18]2[CH:23]=[CH:22][CH:21]=[CH:20][CH:19]=2)(=[O:17])=[O:16])[C:6]2[C:11]([C:12]=1[CH:13]=[O:14])=[CH:10][CH:9]=[CH:8][CH:7]=2. The catalyst is C(Cl)Cl.CO.[NH4+].[Cl-].CCOC(C)=O. The product is [Cl:3][C:4]1[N:5]([S:15]([C:18]2[CH:23]=[CH:22][CH:21]=[CH:20][CH:19]=2)(=[O:16])=[O:17])[C:6]2[C:11]([C:12]=1[CH2:13][OH:14])=[CH:10][CH:9]=[CH:8][CH:7]=2. The yield is 0.990. (3) The reactants are [F:1][C:2]1[CH:7]=[CH:6][C:5]([F:8])=[CH:4][C:3]=1[C@H:9]1[CH2:13][CH2:12][CH2:11][N:10]1[C:14]1[CH:19]=[CH:18][N:17]2[N:20]=[CH:21][CH:22]=[C:16]2[N:15]=1.[N+:23]([O-])([OH:25])=[O:24]. The catalyst is C(O)(C(F)(F)F)=O. The product is [F:1][C:2]1[CH:7]=[CH:6][C:5]([F:8])=[CH:4][C:3]=1[C@H:9]1[CH2:13][CH2:12][CH2:11][N:10]1[C:14]1[CH:19]=[CH:18][N:17]2[N:20]=[CH:21][C:22]([N+:23]([O-:25])=[O:24])=[C:16]2[N:15]=1. The yield is 0.580. (4) The reactants are O[C:2]1([C:15]2[CH:20]=[CH:19][C:18]([O:21][CH3:22])=[CH:17][C:16]=2[CH3:23])[CH2:7][CH2:6][N:5](C(OC(C)(C)C)=O)[CH2:4][CH2:3]1.[ClH:24]. The catalyst is O1CCOCC1. The product is [ClH:24].[CH3:22][O:21][C:18]1[CH:19]=[CH:20][C:15]([C:2]2[CH2:7][CH2:6][NH:5][CH2:4][CH:3]=2)=[C:16]([CH3:23])[CH:17]=1. The yield is 0.820. (5) The reactants are [Cl:1][CH2:2][C:3]1[CH:8]=[C:7]([CH2:9]Cl)[C:6]([CH3:11])=[CH:5][C:4]=1[CH3:12].[Cl:13]CC1C(C)=C(CCl)C(C)=CC=1C.[NH2:26][C:27]([NH2:29])=[S:28]. No catalyst specified. The product is [ClH:1].[ClH:13].[CH3:11][C:6]1[CH:5]=[C:4]([CH3:12])[C:3]([CH2:2][NH:26][C:27]([SH:28])=[NH:29])=[CH:8][C:7]=1[CH2:9][NH:29][C:27]([SH:28])=[NH:26]. The yield is 0.940. (6) The reactants are Br[C:2]1[CH:7]=[CH:6][N:5]2[N:8]=[C:9]([C:11]3[CH:16]=[CH:15][C:14]([F:17])=[CH:13][CH:12]=3)[CH:10]=[C:4]2[CH:3]=1.[F:18][C:19]1[C:24]([CH:25]=[O:26])=[C:23]([F:27])[CH:22]=[CH:21][C:20]=1B(O)O.C(=O)([O-])[O-].[Cs+].[Cs+].O1CCCC1. The catalyst is C(OCC)(=O)C.Cl[Pd]Cl.C1(P(C2C=CC=CC=2)[C-]2C=CC=C2)C=CC=CC=1.[C-]1(P(C2C=CC=CC=2)C2C=CC=CC=2)C=CC=C1.[Fe+2].O. The product is [F:18][C:19]1[C:20]([C:2]2[CH:7]=[CH:6][N:5]3[N:8]=[C:9]([C:11]4[CH:16]=[CH:15][C:14]([F:17])=[CH:13][CH:12]=4)[CH:10]=[C:4]3[CH:3]=2)=[CH:21][CH:22]=[C:23]([F:27])[C:24]=1[CH:25]=[O:26]. The yield is 0.760. (7) The reactants are [F:1][C:2]([F:26])([F:25])[S:3]([O:6][C:7]1[CH:8]=[CH:9][C:10]2[O:24][CH2:23][C:13]3([C:21]4[C:16](=[CH:17][CH:18]=[CH:19][CH:20]=4)[NH:15][C:14]3=[O:22])[C:11]=2[CH:12]=1)(=[O:5])=[O:4].[OH-].[Na+].Br[CH2:30][C:31]1[O:32][C:33]([C:36]([F:39])([F:38])[F:37])=[CH:34][CH:35]=1. The catalyst is CN(C)C=O.C(OCC)(=O)C. The product is [F:26][C:2]([F:1])([F:25])[S:3]([O:6][C:7]1[CH:8]=[CH:9][C:10]2[O:24][CH2:23][C:13]3([C:21]4[C:16](=[CH:17][CH:18]=[CH:19][CH:20]=4)[N:15]([CH2:30][C:31]4[O:32][C:33]([C:36]([F:39])([F:38])[F:37])=[CH:34][CH:35]=4)[C:14]3=[O:22])[C:11]=2[CH:12]=1)(=[O:5])=[O:4]. The yield is 0.800. (8) The reactants are [OH:1][C:2]1[CH:7]=[CH:6][C:5]([C:8]([C:11]2[CH:22]=[CH:21][C:14]([O:15][CH2:16][C@H:17]([OH:20])[CH2:18][OH:19])=[CH:13][CH:12]=2)([CH3:10])[CH3:9])=[CH:4][CH:3]=1.C(=O)([O-])[O-].[Cs+].[Cs+].CC1C=CC(S(O[CH2:40][C@@H:41]2[O:43][CH2:42]2)(=O)=O)=CC=1. The catalyst is C(#N)C. The product is [O:43]1[CH2:42][C@@H:41]1[CH2:40][O:1][C:2]1[CH:3]=[CH:4][C:5]([C:8]([C:11]2[CH:12]=[CH:13][C:14]([O:15][CH2:16][C@H:17]([OH:20])[CH2:18][OH:19])=[CH:21][CH:22]=2)([CH3:9])[CH3:10])=[CH:6][CH:7]=1. The yield is 0.910. (9) The reactants are [C:1]([C:3]1[CH:4]=[CH:5][C:6]([N:9]([CH:30]2[CH2:32][CH2:31]2)[C:10]([C:12]2[CH:17]=[CH:16][N:15]3[N:18]=[CH:19][C:20](B4OC(C)(C)C(C)(C)O4)=[C:14]3[CH:13]=2)=[O:11])=[N:7][CH:8]=1)#[N:2].[CH3:33][NH:34][C:35](=[O:43])[C:36]1[CH:41]=[CH:40][C:39](Br)=[N:38][CH:37]=1.C([O-])([O-])=O.[K+].[K+]. The catalyst is O1CCOCC1. The product is [C:1]([C:3]1[CH:4]=[CH:5][C:6]([N:9]([CH:30]2[CH2:31][CH2:32]2)[C:10]([C:12]2[CH:17]=[CH:16][N:15]3[N:18]=[CH:19][C:20]([C:39]4[CH:40]=[CH:41][C:36]([C:35](=[O:43])[NH:34][CH3:33])=[CH:37][N:38]=4)=[C:14]3[CH:13]=2)=[O:11])=[N:7][CH:8]=1)#[N:2]. The yield is 0.0100. (10) The product is [Br:1][C:2]1[CH:7]=[CH:6][C:5]([CH2:8][CH2:9][I:30])=[CH:4][CH:3]=1. The reactants are [Br:1][C:2]1[CH:7]=[CH:6][C:5]([CH2:8][CH2:9]O)=[CH:4][CH:3]=1.C1C=CC(P(C2C=CC=CC=2)C2C=CC=CC=2)=CC=1.[I:30]I. The yield is 0.730. The catalyst is C(Cl)Cl.N1C=CN=C1.